This data is from Reaction yield outcomes from USPTO patents with 853,638 reactions. The task is: Predict the reaction yield, written as a fraction of the theoretical maximum amount of product (1.0 means a 100% yield; for example, 0.34 means a 34% yield). (1) The reactants are [C:1]([O:5][C:6]([N:8]1[C:16]2[C:11](=[C:12]([NH:24][C:25]3[CH:30]=[CH:29][C:28]([Si](C)(C)C)=[CH:27][C:26]=3[F:35])[C:13]([C:17]([O:19][C:20]([CH3:23])([CH3:22])[CH3:21])=[O:18])=[CH:14][CH:15]=2)[CH:10]=[N:9]1)=[O:7])([CH3:4])([CH3:3])[CH3:2].[Br:36]N1C(=O)CCC1=O. The catalyst is C(Cl)Cl. The product is [C:1]([O:5][C:6]([N:8]1[C:16]2[C:11](=[C:12]([NH:24][C:25]3[CH:30]=[CH:29][C:28]([Br:36])=[CH:27][C:26]=3[F:35])[C:13]([C:17]([O:19][C:20]([CH3:23])([CH3:22])[CH3:21])=[O:18])=[CH:14][CH:15]=2)[CH:10]=[N:9]1)=[O:7])([CH3:4])([CH3:3])[CH3:2]. The yield is 0.920. (2) The reactants are [F:1][C:2]([F:26])([F:25])[C@H:3]([N:12]1[CH2:16][CH2:15][C@H:14]([NH:17][C:18](=[O:24])[O:19][C:20]([CH3:23])([CH3:22])[CH3:21])[CH2:13]1)[C:4]1[CH:5]=[N:6][C:7]([NH:10][NH2:11])=[CH:8][CH:9]=1.[F:27][C:28]1[CH:29]=[C:30]2[C:35](=[C:36]([O:38][CH:39]([CH3:41])[CH3:40])[CH:37]=1)[N:34]=[C:33]([CH:42]=O)[CH:32]=[CH:31]2. The catalyst is C(O)C. The product is [F:26][C:2]([F:25])([F:1])[C@H:3]([N:12]1[CH2:16][CH2:15][C@H:14]([NH:17][C:18](=[O:24])[O:19][C:20]([CH3:22])([CH3:23])[CH3:21])[CH2:13]1)[C:4]1[CH:5]=[N:6][C:7]([NH:10]/[N:11]=[CH:42]/[C:33]2[CH:32]=[CH:31][C:30]3[C:35](=[C:36]([O:38][CH:39]([CH3:41])[CH3:40])[CH:37]=[C:28]([F:27])[CH:29]=3)[N:34]=2)=[CH:8][CH:9]=1. The yield is 0.998.